Dataset: Full USPTO retrosynthesis dataset with 1.9M reactions from patents (1976-2016). Task: Predict the reactants needed to synthesize the given product. (1) Given the product [Si:5]([O:6][CH2:7][C:8]#[C:9][C:22](=[O:24])[CH3:23])([C:1]([CH3:3])([CH3:4])[CH3:2])([CH3:10])[CH3:11], predict the reactants needed to synthesize it. The reactants are: [C:1]([Si:5]([CH3:11])([CH3:10])[O:6][CH2:7][C:8]#[CH:9])([CH3:4])([CH3:3])[CH3:2].C([Mg]Cl)(C)C.[Li+].[Cl-].CON(C)[C:22](=[O:24])[CH3:23].[NH4+].[Cl-]. (2) Given the product [CH2:1]([O:8][C:9]1[CH:10]=[C:11]([C:15]2[N:20]=[C:19]([NH:21][CH2:22][CH2:23][O:24][CH2:25][C:26]([OH:28])=[O:27])[C:18]([N+:33]([O-:35])=[O:34])=[C:17]([CH3:36])[N:16]=2)[CH:12]=[CH:13][CH:14]=1)[C:2]1[CH:7]=[CH:6][CH:5]=[CH:4][CH:3]=1, predict the reactants needed to synthesize it. The reactants are: [CH2:1]([O:8][C:9]1[CH:10]=[C:11]([C:15]2[N:20]=[C:19]([NH:21][CH2:22][CH2:23][O:24][CH2:25][C:26]([O:28]C(C)(C)C)=[O:27])[C:18]([N+:33]([O-:35])=[O:34])=[C:17]([CH3:36])[N:16]=2)[CH:12]=[CH:13][CH:14]=1)[C:2]1[CH:7]=[CH:6][CH:5]=[CH:4][CH:3]=1.C(O)(C(F)(F)F)=O.